This data is from Forward reaction prediction with 1.9M reactions from USPTO patents (1976-2016). The task is: Predict the product of the given reaction. (1) Given the reactants [OH-].[Na+].[CH3:3][N:4]([C:17]1[CH:18]=[C:19]([C:23]2C=CC(CCC(OCC)=O)=[CH:25][CH:24]=2)[CH:20]=[CH:21][CH:22]=1)[C:5]([NH:7][CH2:8][CH2:9][CH2:10][C:11]1C=C[CH:14]=[CH:13][CH:12]=1)=[O:6].O.[C:37]([OH:40])(=[O:39])[CH3:38].O1[CH2:45][CH2:44][CH2:43][CH2:42]1.[CH3:46]O, predict the reaction product. The product is: [CH2:8]([NH:7][C:5](=[O:6])[N:4]([C:17]1[CH:18]=[C:19]([C:23]2[CH:24]=[CH:25][C:45]([CH2:46][CH2:38][C:37]([OH:40])=[O:39])=[CH:44][C:43]=2[CH3:42])[CH:20]=[CH:21][CH:22]=1)[CH3:3])[CH2:9][CH2:10][CH2:11][CH2:12][CH2:13][CH3:14]. (2) Given the reactants [F:1][C:2]([F:39])([F:38])[C:3]1[CH:4]=[C:5]([C@H:13]2[O:17][C:16](=[O:18])[N:15]([CH2:19][C:20]3[CH:25]=[C:24](Br)[CH:23]=[CH:22][C:21]=3[C:27]3[CH:32]=[C:31]([CH:33]([CH3:35])[CH3:34])[CH:30]=[CH:29][C:28]=3[Cl:36])[C@H:14]2[CH3:37])[CH:6]=[C:7]([C:9]([F:12])([F:11])[F:10])[CH:8]=1.[CH:40]1(B(O)O)[CH2:42][CH2:41]1.[OH-].[K+], predict the reaction product. The product is: [F:1][C:2]([F:39])([F:38])[C:3]1[CH:4]=[C:5]([C@H:13]2[O:17][C:16](=[O:18])[N:15]([CH2:19][C:20]3[CH:25]=[C:24]([CH:40]4[CH2:42][CH2:41]4)[CH:23]=[CH:22][C:21]=3[C:27]3[CH:32]=[C:31]([CH:33]([CH3:35])[CH3:34])[CH:30]=[CH:29][C:28]=3[Cl:36])[C@H:14]2[CH3:37])[CH:6]=[C:7]([C:9]([F:12])([F:11])[F:10])[CH:8]=1. (3) Given the reactants C([O:3][C:4](=[O:28])[CH2:5][C:6]1[CH:11]=[C:10]([O:12][CH3:13])[CH:9]=[CH:8][C:7]=1[S:14](=[O:27])(=[O:26])[NH:15][C:16]1[CH:17]=[CH:18][C:19]2[CH2:23][O:22][B:21]([OH:24])[C:20]=2[CH:25]=1)C.[Li+].[OH-].O.Cl, predict the reaction product. The product is: [OH:24][B:21]1[C:20]2[CH:25]=[C:16]([NH:15][S:14]([C:7]3[CH:8]=[CH:9][C:10]([O:12][CH3:13])=[CH:11][C:6]=3[CH2:5][C:4]([OH:28])=[O:3])(=[O:27])=[O:26])[CH:17]=[CH:18][C:19]=2[CH2:23][O:22]1. (4) Given the reactants [NH2:1][C:2]1[C:7]([C:8]([NH2:10])=[O:9])=[C:6]([N:11]2[CH2:16][CH2:15][CH:14]([C:17]3[N:18]([CH3:33])[CH:19]=[C:20]([C:22]4[CH:27]=[CH:26][C:25]([F:28])=[C:24]([C:29]([F:32])([F:31])[F:30])[CH:23]=4)[N:21]=3)[CH2:13][CH2:12]2)[N:5]=[CH:4][N:3]=1.NC1C(C#N)=C(N2CCC(C3N(C[CH2:66][NH:67][C:68]([CH3:72])([CH3:71])[CH2:69][CH3:70])C=C(C4C=CC(F)=C(C(F)(F)F)C=4)N=3)CC2)N=CN=1, predict the reaction product. The product is: [NH2:1][C:2]1[C:7]([C:8]([NH2:10])=[O:9])=[C:6]([N:11]2[CH2:16][CH2:15][CH:14]([C:17]3[N:18]([CH2:33][CH2:66][NH:67][C:68]([CH3:72])([CH3:71])[CH2:69][CH3:70])[CH:19]=[C:20]([C:22]4[CH:27]=[CH:26][C:25]([F:28])=[C:24]([C:29]([F:32])([F:31])[F:30])[CH:23]=4)[N:21]=3)[CH2:13][CH2:12]2)[N:5]=[CH:4][N:3]=1.